Task: Regression/Classification. Given a drug SMILES string, predict its absorption, distribution, metabolism, or excretion properties. Task type varies by dataset: regression for continuous measurements (e.g., permeability, clearance, half-life) or binary classification for categorical outcomes (e.g., BBB penetration, CYP inhibition). Dataset: cyp3a4_veith.. Dataset: CYP3A4 inhibition data for predicting drug metabolism from PubChem BioAssay (1) The molecule is O=C(Nc1ccccc1N1CCN(C(=O)c2ccc(Cl)cc2)CC1)c1cc(Br)ccc1Cl. The result is 1 (inhibitor). (2) The compound is CCN(c1nc(N)c(C(=O)N=C(N)N)nc1Cl)C(C)C. The result is 0 (non-inhibitor).